Predict the reactants needed to synthesize the given product. From a dataset of Full USPTO retrosynthesis dataset with 1.9M reactions from patents (1976-2016). (1) The reactants are: [CH2:1]([C:8]1[S:12][C:11]([NH:13][C:14](=[O:22])[C:15]2[CH:20]=[CH:19][C:18]([F:21])=[CH:17][CH:16]=2)=[N:10][C:9]=1[C:23]1[CH:28]=[CH:27][C:26]([O:29]C)=[CH:25][CH:24]=1)[C:2]1[CH:7]=[CH:6][CH:5]=[CH:4][CH:3]=1. Given the product [CH2:1]([C:8]1[S:12][C:11]([NH:13][C:14](=[O:22])[C:15]2[CH:20]=[CH:19][C:18]([F:21])=[CH:17][CH:16]=2)=[N:10][C:9]=1[C:23]1[CH:24]=[CH:25][C:26]([OH:29])=[CH:27][CH:28]=1)[C:2]1[CH:7]=[CH:6][CH:5]=[CH:4][CH:3]=1, predict the reactants needed to synthesize it. (2) Given the product [C:11]([C:5]1[NH:6][C:7]2[C:3]([CH:4]=1)=[C:2]([O:1][S:14]([C:17]([F:20])([F:19])[F:18])(=[O:15])=[O:13])[CH:10]=[CH:9][CH:8]=2)#[N:12], predict the reactants needed to synthesize it. The reactants are: [OH:1][C:2]1[CH:10]=[CH:9][CH:8]=[C:7]2[C:3]=1[CH:4]=[C:5]([C:11]#[N:12])[NH:6]2.[O-:13][S:14]([C:17]([F:20])([F:19])[F:18])(=O)=[O:15]. (3) Given the product [CH3:18][C:19]1[CH:20]=[C:21]([CH:22]=[CH:3][C:1]#[N:2])[CH:24]=[CH:25][C:26]=1[CH3:27], predict the reactants needed to synthesize it. The reactants are: [C:1]([CH2:3]P(=O)(OCC)OCC)#[N:2].CC(C)([O-])C.[K+].[CH3:18][C:19]1[CH:20]=[C:21]([CH:24]=[CH:25][C:26]=1[CH3:27])[CH:22]=O.C(#N)C=C. (4) Given the product [Br:11][C:12]1[CH:18]=[CH:17][CH:16]=[CH:15][C:13]=1[NH:14][CH:8]([CH3:9])[CH2:7][C:5]1[O:4][N:3]=[C:2]([CH3:1])[CH:6]=1, predict the reactants needed to synthesize it. The reactants are: [CH3:1][C:2]1[CH:6]=[C:5]([CH2:7][C:8](=O)[CH3:9])[O:4][N:3]=1.[Br:11][C:12]1[CH:18]=[CH:17][CH:16]=[CH:15][C:13]=1[NH2:14].C(O)(=O)C.C([BH3-])#N.[Na+]. (5) Given the product [F:22][C:19]1[CH:18]=[CH:17][C:16]([CH2:15][CH2:14][N:11]2[C:10]([CH:23]3[CH2:28][CH2:27][N:26]([CH3:29])[CH2:25][CH2:24]3)=[CH:9][C:8]([C:6]([O:5][C:1]([CH3:3])([CH3:2])[CH3:4])=[O:7])=[C:12]2[CH3:13])=[CH:21][CH:20]=1, predict the reactants needed to synthesize it. The reactants are: [C:1]([O:5][C:6]([C:8]1[CH:9]=[C:10]([CH:23]2[CH2:28][CH2:27][N:26]([C:29](OCC3C=CC=CC=3)=O)[CH2:25][CH2:24]2)[N:11]([CH2:14][CH2:15][C:16]2[CH:21]=[CH:20][C:19]([F:22])=[CH:18][CH:17]=2)[C:12]=1[CH3:13])=[O:7])([CH3:4])([CH3:3])[CH3:2].C=O.[H][H]. (6) Given the product [CH3:1][O:2][C:3](=[O:12])[C:4]1[CH:5]=[C:6]([NH:11][CH:14]([CH3:16])[CH3:13])[CH:7]=[C:8]([Cl:10])[CH:9]=1, predict the reactants needed to synthesize it. The reactants are: [CH3:1][O:2][C:3](=[O:12])[C:4]1[CH:9]=[C:8]([Cl:10])[CH:7]=[C:6]([NH2:11])[CH:5]=1.[CH3:13][C:14]([CH3:16])=O.[BH3-]C#N.[Na+]. (7) The reactants are: C[O-].[Na+].[CH3:4][O:5][C:6]1[CH:11]=[CH:10][CH:9]=[CH:8][C:7]=1[C:12]([NH2:14])=[NH:13].C([O:17][C:18]([CH:20]1[CH2:25][CH2:24][CH2:23][CH2:22][C:21]1=O)=O)C. Given the product [CH3:4][O:5][C:6]1[CH:11]=[CH:10][CH:9]=[CH:8][C:7]=1[C:12]1[NH:14][C:21]2[CH2:22][CH2:23][CH2:24][CH2:25][C:20]=2[C:18](=[O:17])[N:13]=1, predict the reactants needed to synthesize it.